From a dataset of Reaction yield outcomes from USPTO patents with 853,638 reactions. Predict the reaction yield, written as a fraction of the theoretical maximum amount of product (1.0 means a 100% yield; for example, 0.34 means a 34% yield). (1) The reactants are [CH2:1]([N:4]1[C:9]2[CH:10]=[CH:11][C:12]([S:14][CH3:15])=[CH:13][C:8]=2[C:7](=[O:16])[C:6]([CH3:18])([CH3:17])[S:5]1(=[O:20])=[O:19])[CH:2]=[CH2:3].[BH4-].[Na+]. The catalyst is CO. The product is [CH3:17][C:6]1([CH3:18])[CH:7]([OH:16])[C:8]2[CH:13]=[C:12]([S:14][CH3:15])[CH:11]=[CH:10][C:9]=2[N:4]([CH2:1][CH:2]=[CH2:3])[S:5]1(=[O:20])=[O:19]. The yield is 0.900. (2) The reactants are [F:1][C:2]1[CH:3]=[C:4]([CH:31]=[C:32]([F:34])[CH:33]=1)[CH2:5][C@H:6]([NH:23][C:24](=[O:30])OC(C)(C)C)[C@H:7]([OH:22])[CH2:8][NH:9][C:10]1([CH3:21])[C:19]2[C:14](=[CH:15][CH:16]=[C:17]([I:20])[CH:18]=2)[O:13][CH2:12][CH2:11]1.[C:35](O)(C(F)(F)F)=O.C(Cl)Cl.CCN(CC)CC.C(C1NC=CN=1)(=O)C. The catalyst is C(Cl)Cl. The product is [F:1][C:2]1[CH:3]=[C:4]([CH:31]=[C:32]([F:34])[CH:33]=1)[CH2:5][C@H:6]([NH:23][C:24](=[O:30])[CH3:35])[C@H:7]([OH:22])[CH2:8][NH:9][C:10]1([CH3:21])[C:19]2[C:14](=[CH:15][CH:16]=[C:17]([I:20])[CH:18]=2)[O:13][CH2:12][CH2:11]1. The yield is 0.840. (3) The reactants are [C:1](Cl)(=[O:3])[CH3:2].[C:5]([O:10][C@@H:11]1[C@@H:19]([CH2:20][CH:21]2[CH2:26][CH2:25][CH2:24][CH2:23][CH2:22]2)[C:18](=[O:27])[O:17][CH2:16][C@H:15]([NH:28][C:29](=[O:39])[C:30]2[C:35]([OH:36])=[C:34]([O:37][CH3:38])[CH:33]=[CH:32][N:31]=2)[C:14](=[O:40])[O:13][C@H:12]1[CH3:41])(=[O:9])[CH:6]([CH3:8])[CH3:7].N1C=CC=CC=1. The catalyst is C(Cl)Cl. The product is [C:5]([O:10][C@@H:11]1[C@@H:19]([CH2:20][CH:21]2[CH2:26][CH2:25][CH2:24][CH2:23][CH2:22]2)[C:18](=[O:27])[O:17][CH2:16][C@H:15]([NH:28][C:29](=[O:39])[C:30]2[C:35]([O:36][C:1](=[O:3])[CH3:2])=[C:34]([O:37][CH3:38])[CH:33]=[CH:32][N:31]=2)[C:14](=[O:40])[O:13][C@H:12]1[CH3:41])(=[O:9])[CH:6]([CH3:7])[CH3:8]. The yield is 0.520. (4) The reactants are Br[C:2]1[CH:7]=[CH:6][C:5]([S:8]([NH:11][CH:12]2[CH2:14][CH2:13]2)(=[O:10])=[O:9])=[C:4]([O:15][C:16]([F:19])([F:18])[F:17])[CH:3]=1.[C:20]([C:22]1[N:26]([CH3:27])[C:25](B(O)O)=[CH:24][CH:23]=1)#[N:21].[F-].[K+].C(P(C(C)(C)C)C(C)(C)C)(C)(C)C. The catalyst is C1C=CC(/C=C/C(/C=C/C2C=CC=CC=2)=O)=CC=1.C1C=CC(/C=C/C(/C=C/C2C=CC=CC=2)=O)=CC=1.C1C=CC(/C=C/C(/C=C/C2C=CC=CC=2)=O)=CC=1.[Pd].[Pd]. The product is [C:20]([C:22]1[N:26]([CH3:27])[C:25]([C:2]2[CH:7]=[CH:6][C:5]([S:8]([NH:11][CH:12]3[CH2:14][CH2:13]3)(=[O:10])=[O:9])=[C:4]([O:15][C:16]([F:19])([F:18])[F:17])[CH:3]=2)=[CH:24][CH:23]=1)#[N:21]. The yield is 0.290.